Dataset: Peptide-MHC class I binding affinity with 185,985 pairs from IEDB/IMGT. Task: Regression. Given a peptide amino acid sequence and an MHC pseudo amino acid sequence, predict their binding affinity value. This is MHC class I binding data. (1) The peptide sequence is SMMNITRLEV. The MHC is HLA-A68:02 with pseudo-sequence HLA-A68:02. The binding affinity (normalized) is 0.480. (2) The peptide sequence is SRHHAFCFR. The MHC is Mamu-A20102 with pseudo-sequence Mamu-A20102. The binding affinity (normalized) is 0.295.